From a dataset of Forward reaction prediction with 1.9M reactions from USPTO patents (1976-2016). Predict the product of the given reaction. (1) Given the reactants C([O:8][C:9]1[CH:14]=[CH:13][C:12]([C:15]2([C:22]3[CH:27]=[CH:26][CH:25]=[CH:24][C:23]=3[F:28])[CH2:20][CH2:19][CH2:18][CH2:17][C:16]2=[O:21])=[CH:11][CH:10]=1)C1C=CC=CC=1.FC1C=CC=CC=1C1(C2C=CC(O)=CC=2)CCCCCC1=O, predict the reaction product. The product is: [F:28][C:23]1[CH:24]=[CH:25][CH:26]=[CH:27][C:22]=1[C:15]1([C:12]2[CH:11]=[CH:10][C:9]([OH:8])=[CH:14][CH:13]=2)[CH2:20][CH2:19][CH2:18][CH2:17][C:16]1=[O:21]. (2) Given the reactants [Br:1][C:2]1[CH:3]=[C:4]([NH2:8])[CH:5]=[N:6][CH:7]=1.N1C=CC=CC=1.Cl[C:16]([O:18][CH2:19][CH3:20])=[O:17], predict the reaction product. The product is: [Br:1][C:2]1[CH:3]=[C:4]([NH:8][C:16](=[O:17])[O:18][CH2:19][CH3:20])[CH:5]=[N:6][CH:7]=1. (3) Given the reactants [Cl:1][C:2]1[N:7]=[C:6](Cl)[C:5]([I:9])=[CH:4][N:3]=1.CCN(C(C)C)C(C)C.[C:19]([NH2:23])([CH3:22])([CH3:21])[CH3:20], predict the reaction product. The product is: [C:19]([NH:23][C:6]1[C:5]([I:9])=[CH:4][N:3]=[C:2]([Cl:1])[N:7]=1)([CH3:22])([CH3:21])[CH3:20]. (4) Given the reactants [C:1]([C:5]1[CH:6]=[C:7]([CH:14]([CH3:16])[CH3:15])[C:8]([OH:13])=[C:9]([CH:12]=1)[CH:10]=O)([CH3:4])([CH3:3])[CH3:2].[C:17]([C:21]1[CH:26]=[CH:25][C:24]([OH:27])=[C:23]([CH:28]([CH3:30])[CH3:29])[CH:22]=1)([CH3:20])([CH3:19])[CH3:18].S(Cl)(Cl)=O, predict the reaction product. The product is: [CH:10]([C:9]1[C:8]([OH:13])=[C:7]([CH:14]([CH3:15])[CH3:16])[CH:6]=[C:5]([C:1]([CH3:3])([CH3:2])[CH3:4])[CH:12]=1)([C:9]1[C:8]([OH:13])=[C:7]([CH:14]([CH3:16])[CH3:15])[CH:6]=[C:5]([C:1]([CH3:2])([CH3:4])[CH3:3])[CH:12]=1)[C:25]1[C:24]([OH:27])=[C:23]([CH:28]([CH3:30])[CH3:29])[CH:22]=[C:21]([C:17]([CH3:20])([CH3:19])[CH3:18])[CH:26]=1. (5) Given the reactants O.Cl[C:3]1[N:8]=[C:7]([N:9]2[CH2:14][CH2:13][N:12]([C:15]([C:17]3[CH:22]=[CH:21][CH:20]=[C:19]([C:23]4[CH:28]=[CH:27][C:26]([O:29][CH3:30])=[C:25]([O:31][CH3:32])[CH:24]=4)[N:18]=3)=[O:16])[CH2:11][CH2:10]2)[CH:6]=[CH:5][N:4]=1, predict the reaction product. The product is: [CH3:32][O:31][C:25]1[CH:24]=[C:23]([C:19]2[N:18]=[C:17]([C:15]([N:12]3[CH2:13][CH2:14][N:9]([C:7]4[CH:6]=[CH:5][N:4]=[CH:3][N:8]=4)[CH2:10][CH2:11]3)=[O:16])[CH:22]=[CH:21][CH:20]=2)[CH:28]=[CH:27][C:26]=1[O:29][CH3:30].